This data is from Forward reaction prediction with 1.9M reactions from USPTO patents (1976-2016). The task is: Predict the product of the given reaction. (1) Given the reactants [NH2:1][CH2:2][CH2:3][C@H:4]([NH:6][C:7](=[O:13])[O:8][C:9]([CH3:12])([CH3:11])[CH3:10])[CH3:5].[CH:14](=O)[CH:15]([CH3:17])[CH3:16].C(O[BH-](OC(=O)C)OC(=O)C)(=O)C.[Na+], predict the reaction product. The product is: [CH3:5][C@@H:4]([NH:6][C:7](=[O:13])[O:8][C:9]([CH3:12])([CH3:11])[CH3:10])[CH2:3][CH2:2][NH:1][CH2:14][CH:15]([CH3:17])[CH3:16]. (2) Given the reactants Cl.[NH2:2][CH2:3][C:4]([C:6]1[CH:11]=[CH:10][CH:9]=[CH:8][CH:7]=1)=[O:5].[CH3:12][C:13]1[NH:14][C:15]2[CH:21]=[C:20]([C:22](O)=[O:23])[CH:19]=[CH:18][C:16]=2[N:17]=1.C(N(CC)C(C)C)(C)C, predict the reaction product. The product is: [CH3:12][C:13]1[NH:14][C:15]2[CH:21]=[C:20]([C:22]([NH:2][CH2:3][C:4](=[O:5])[C:6]3[CH:11]=[CH:10][CH:9]=[CH:8][CH:7]=3)=[O:23])[CH:19]=[CH:18][C:16]=2[N:17]=1. (3) Given the reactants [CH3:1][C:2]1[CH:3]=[C:4]([NH:9][C:10]([C:12]2[C:13](=[S:18])[NH:14][CH:15]=[CH:16][CH:17]=2)=[O:11])[CH:5]=[C:6]([CH3:8])[CH:7]=1.[C:19]([NH:22][C:23]1[CH:28]=[C:27]([CH2:29]OS(C)(=O)=O)[CH:26]=[CH:25][N:24]=1)(=[O:21])[CH3:20].C(N(CC)CC)C.C(OCC)(=O)C, predict the reaction product. The product is: [C:19]([NH:22][C:23]1[CH:28]=[C:27]([CH2:29][S:18][C:13]2[C:12]([C:10]([NH:9][C:4]3[CH:5]=[C:6]([CH3:8])[CH:7]=[C:2]([CH3:1])[CH:3]=3)=[O:11])=[CH:17][CH:16]=[CH:15][N:14]=2)[CH:26]=[CH:25][N:24]=1)(=[O:21])[CH3:20]. (4) The product is: [NH2:8][C@H:9]([C:11]([NH:13][C@H:14]([C:18]([NH2:20])=[O:19])[CH:15]([CH3:16])[CH3:17])=[O:12])[CH3:10]. Given the reactants C(OC([NH:8][C@H:9]([C:11]([NH:13][C@H:14]([C:18]([NH2:20])=[O:19])[CH:15]([CH3:17])[CH3:16])=[O:12])[CH3:10])=O)(C)(C)C.C(O)(C(F)(F)F)=O, predict the reaction product. (5) Given the reactants [F:1][CH:2]([F:37])[C:3]1[N:7]([C:8]2[N:13]=[C:12]([N:14]3[CH2:19][CH2:18][O:17][CH2:16][CH2:15]3)[N:11]=[C:10]([N:20]3[CH2:25][CH2:24][N:23]([S:26]([CH:29]=[CH2:30])(=[O:28])=[O:27])[CH2:22][CH2:21]3)[N:9]=2)[C:6]2[CH:31]=[CH:32][CH:33]=[C:34]([O:35][CH3:36])[C:5]=2[N:4]=1.[CH2:38]([NH:40][CH2:41][CH3:42])[CH3:39].O1CCOCC1, predict the reaction product. The product is: [F:37][CH:2]([F:1])[C:3]1[N:7]([C:8]2[N:13]=[C:12]([N:14]3[CH2:15][CH2:16][O:17][CH2:18][CH2:19]3)[N:11]=[C:10]([N:20]3[CH2:21][CH2:22][N:23]([S:26]([CH2:29][CH2:30][N:40]([CH2:41][CH3:42])[CH2:38][CH3:39])(=[O:28])=[O:27])[CH2:24][CH2:25]3)[N:9]=2)[C:6]2[CH:31]=[CH:32][CH:33]=[C:34]([O:35][CH3:36])[C:5]=2[N:4]=1. (6) Given the reactants [CH3:1][O:2][C:3]1[C:8]2[O:9][C:10]3[CH:15]=[CH:14][CH:13]=[CH:12][C:11]=3[C:7]=2[C:6]([C:16]2([C:28]#[N:29])[CH2:25][CH2:24][C:23]3[N:22]=[C:21]([CH3:26])[NH:20][C:19](=[O:27])[C:18]=3[CH2:17]2)=[CH:5][CH:4]=1.[CH2:30]([O:32][C:33](=[O:36])[CH2:34]Br)[CH3:31].C(=O)([O-])[O-].[Cs+].[Cs+], predict the reaction product. The product is: [C:28]([C:16]1([C:6]2[C:7]3[C:11]4[CH:12]=[CH:13][CH:14]=[CH:15][C:10]=4[O:9][C:8]=3[C:3]([O:2][CH3:1])=[CH:4][CH:5]=2)[CH2:25][CH2:24][C:23]2[N:22]=[C:21]([CH3:26])[N:20]=[C:19]([O:27][CH2:34][C:33]([O:32][CH2:30][CH3:31])=[O:36])[C:18]=2[CH2:17]1)#[N:29]. (7) Given the reactants [C:1]([C:5]1[N:9]=[C:8]([C:10]2[CH:15]=[C:14](Cl)[C:13]([CH:17]3[CH2:19][CH2:18]3)=[CH:12][N:11]=2)[O:7][N:6]=1)([CH3:4])([CH3:3])[CH3:2].[F:20][C:21]([F:26])([F:25])[C@@H:22]([OH:24])[CH3:23], predict the reaction product. The product is: [C:1]([C:5]1[N:9]=[C:8]([C:10]2[CH:15]=[C:14]([O:24][C@@H:22]([CH3:23])[C:21]([F:26])([F:25])[F:20])[C:13]([CH:17]3[CH2:19][CH2:18]3)=[CH:12][N:11]=2)[O:7][N:6]=1)([CH3:4])([CH3:3])[CH3:2].